The task is: Predict which catalyst facilitates the given reaction.. This data is from Catalyst prediction with 721,799 reactions and 888 catalyst types from USPTO. (1) Reactant: [CH2:1]([NH:3][CH2:4][CH3:5])[CH3:2].[C:6]([O:10][C:11]([N:13]1[CH2:16][CH2:15][CH:14]1[C:17]([OH:19])=O)=[O:12])([CH3:9])([CH3:8])[CH3:7].CN(C(ON1N=NC2C=CC=NC1=2)=[N+](C)C)C.F[P-](F)(F)(F)(F)F.CCN(C(C)C)C(C)C. Product: [CH2:1]([N:3]([CH2:4][CH3:5])[C:17]([CH:14]1[CH2:15][CH2:16][N:13]1[C:11]([O:10][C:6]([CH3:7])([CH3:8])[CH3:9])=[O:12])=[O:19])[CH3:2]. The catalyst class is: 10. (2) Reactant: Br[C:2]1[CH:3]=[C:4]2[C:9](=[N:10][C:11]=1[CH:12]([O:15][CH3:16])[O:13][CH3:14])[NH:8][C@H:7](C)[CH2:6][CH2:5]2.[CH3:18][O-:19].[Na+].[NH4+].[Cl-]. Product: [CH3:16][O:15][CH:12]([O:13][CH3:14])[C:11]1[N:10]=[C:9]2[C:4]([CH2:5][CH2:6][CH2:7][NH:8]2)=[CH:3][C:2]=1[O:19][CH3:18]. The catalyst class is: 5. (3) Reactant: [CH3:1][O:2][C:3]1[CH:4]=[C:5]([N:12]2[CH2:17][CH2:16][N:15]3[CH2:18][CH2:19][CH2:20][CH:14]3[CH2:13]2)[CH:6]=[CH:7][C:8]=1[N+:9]([O-])=O. Product: [CH2:13]1[N:12]([C:5]2[CH:6]=[CH:7][C:8]([NH2:9])=[C:3]([O:2][CH3:1])[CH:4]=2)[CH2:17][CH2:16][N:15]2[CH2:18][CH2:19][CH2:20][CH:14]12. The catalyst class is: 94. (4) Reactant: [Si:1]([O:8][C@@H:9]1[C@H:13]([CH3:14])[NH:12][C@H:11]([C:15]([O:17][CH3:18])=[O:16])[CH2:10]1)([C:4]([CH3:7])([CH3:6])[CH3:5])([CH3:3])[CH3:2].[C:19](O[C:19]([O:21][C:22]([CH3:25])([CH3:24])[CH3:23])=[O:20])([O:21][C:22]([CH3:25])([CH3:24])[CH3:23])=[O:20]. Product: [Si:1]([O:8][C@@H:9]1[C@H:13]([CH3:14])[N:12]([C:19]([O:21][C:22]([CH3:25])([CH3:24])[CH3:23])=[O:20])[C@H:11]([C:15]([O:17][CH3:18])=[O:16])[CH2:10]1)([C:4]([CH3:6])([CH3:7])[CH3:5])([CH3:2])[CH3:3]. The catalyst class is: 630. (5) Reactant: C(N(CC)CC)C.C(O)=O.[Br:11][C:12]1[C:20]([C:21]([F:24])([F:23])[F:22])=[CH:19][CH:18]=[C:17]2[C:13]=1[CH2:14][CH2:15][C:16]2=[O:25].O. Product: [Br:11][C:12]1[C:20]([C:21]([F:24])([F:23])[F:22])=[CH:19][CH:18]=[C:17]2[C:13]=1[CH2:14][CH2:15][C@@H:16]2[OH:25]. The catalyst class is: 4. (6) Reactant: [NH2:1][CH:2]1[CH2:7][CH2:6][N:5]([CH2:8][CH2:9][N:10]2[C:15](=[O:16])[CH:14]=[N:13][C:12]3[CH:17]=[CH:18][C:19]([O:21][CH3:22])=[N:20][C:11]2=3)[CH2:4][CH2:3]1.[O:23]1[C:32]2[CH:31]=[C:30]([CH:33]=O)[N:29]=[CH:28][C:27]=2[O:26][CH2:25][CH2:24]1.C(O[BH-](OC(=O)C)OC(=O)C)(=O)C.[Na+].C([O-])(O)=O.[Na+].C(Cl)[Cl:55]. Product: [ClH:55].[ClH:55].[O:23]1[C:32]2[CH:31]=[C:30]([CH2:33][NH:1][CH:2]3[CH2:3][CH2:4][N:5]([CH2:8][CH2:9][N:10]4[C:15](=[O:16])[CH:14]=[N:13][C:12]5[CH:17]=[CH:18][C:19]([O:21][CH3:22])=[N:20][C:11]4=5)[CH2:6][CH2:7]3)[N:29]=[CH:28][C:27]=2[O:26][CH2:25][CH2:24]1. The catalyst class is: 5.